Dataset: Full USPTO retrosynthesis dataset with 1.9M reactions from patents (1976-2016). Task: Predict the reactants needed to synthesize the given product. Given the product [CH2:19]([C@H:21]1[C@@H:22]([C:26]2[N:30]3[C:31]4[CH:37]=[CH:36][N:35]([S:38]([C:41]5[CH:42]=[CH:43][C:44]([CH3:45])=[CH:46][CH:47]=5)(=[O:40])=[O:39])[C:32]=4[N:33]=[CH:34][C:29]3=[N:28][N:27]=2)[CH2:23][N:24]([C:12]([NH:4][CH2:3][C:2]([F:6])([F:5])[F:1])=[O:13])[CH2:25]1)[CH3:20], predict the reactants needed to synthesize it. The reactants are: [F:1][C:2]([F:6])([F:5])[CH2:3][NH2:4].C1N=CN([C:12](N2C=NC=C2)=[O:13])C=1.[CH2:19]([C@H:21]1[CH2:25][NH:24][CH2:23][C@H:22]1[C:26]1[N:30]2[C:31]3[CH:37]=[CH:36][N:35]([S:38]([C:41]4[CH:47]=[CH:46][C:44]([CH3:45])=[CH:43][CH:42]=4)(=[O:40])=[O:39])[C:32]=3[N:33]=[CH:34][C:29]2=[N:28][N:27]=1)[CH3:20].